Dataset: Reaction yield outcomes from USPTO patents with 853,638 reactions. Task: Predict the reaction yield, written as a fraction of the theoretical maximum amount of product (1.0 means a 100% yield; for example, 0.34 means a 34% yield). (1) The reactants are [C:1]([C:3]1[CH:11]=[C:7]([C:8]([OH:10])=O)[C:6]([OH:12])=[CH:5][CH:4]=1)#[N:2].[F:13][C:14]([F:27])([F:26])[C:15]1[CH:16]=[C:17]([CH:19]=[C:20]([C:22]([F:25])([F:24])[F:23])[CH:21]=1)[NH2:18]. No catalyst specified. The product is [F:13][C:14]([F:26])([F:27])[C:15]1[CH:16]=[C:17]([NH:18][C:8](=[O:10])[C:7]2[CH:11]=[C:3]([C:1]#[N:2])[CH:4]=[CH:5][C:6]=2[OH:12])[CH:19]=[C:20]([C:22]([F:23])([F:25])[F:24])[CH:21]=1. The yield is 0.166. (2) The reactants are [CH2:1]([NH2:13])[CH2:2][CH2:3][CH2:4][CH2:5][CH2:6][CH2:7][CH2:8][CH2:9][CH2:10][CH2:11][CH3:12].C([O-])([O-])=O.[Na+].[Na+].Br[CH2:21][CH2:22][CH2:23][CH2:24][CH2:25][CH2:26][CH2:27][CH2:28][CH2:29][CH2:30][CH2:31][CH2:32][CH2:33][CH3:34]. The catalyst is [I-].C([N+](CCCC)(CCCC)CCCC)CCC.CN(C=O)C.O1CCOCC1. The product is [CH2:1]([NH:13][CH2:34][CH2:33][CH2:32][CH2:31][CH2:30][CH2:29][CH2:28][CH2:27][CH2:26][CH2:25][CH2:24][CH2:23][CH2:22][CH3:21])[CH2:2][CH2:3][CH2:4][CH2:5][CH2:6][CH2:7][CH2:8][CH2:9][CH2:10][CH2:11][CH3:12]. The yield is 0.350. (3) The reactants are [CH2:1]([O:8][CH2:9][CH:10]=O)[C:2]1[CH:7]=[CH:6][CH:5]=[CH:4][CH:3]=1.[C-]#[N:13].[Na+].[Cl-].[NH4+].[N:17]1[CH:22]=CC=CC=1.[C:23](Cl)(=[O:27])[CH2:24][CH2:25][CH3:26]. The catalyst is [OH-].[NH4+].O. The product is [C:22]([CH:10]([NH:13][C:23](=[O:27])[CH2:24][CH2:25][CH3:26])[CH2:9][O:8][CH2:1][C:2]1[CH:3]=[CH:4][CH:5]=[CH:6][CH:7]=1)#[N:17]. The yield is 0.810.